From a dataset of Catalyst prediction with 721,799 reactions and 888 catalyst types from USPTO. Predict which catalyst facilitates the given reaction. Product: [C:7]([O:10][C@@H:11]1[C@@H:19]([C@@:20]2([CH3:34])[CH2:25][CH2:24][C@H:23]([OH:26])[CH2:22][C@@H:21]2[CH2:27][CH2:28][N:29]2[CH2:30][CH2:31][CH2:32][CH2:33]2)[CH2:18][CH2:17][C@@:16]2([CH3:35])[C@H:12]1[CH2:13][CH2:14][C:15]2=[CH2:1])(=[O:9])[CH3:8]. Reactant: [CH3:1]C([O-])(C)C.[K+].[C:7]([O:10][C@@H:11]1[C@@H:19]([C@@:20]2([CH3:34])[CH2:25][CH2:24][C@H:23]([OH:26])[CH2:22][C@@H:21]2[CH2:27][CH2:28][N:29]2[CH2:33][CH2:32][CH2:31][CH2:30]2)[CH2:18][CH2:17][C@@:16]2([CH3:35])[C@H:12]1[CH2:13][CH2:14][C:15]2=O)(=[O:9])[CH3:8]. The catalyst class is: 1.